Dataset: Reaction yield outcomes from USPTO patents with 853,638 reactions. Task: Predict the reaction yield, written as a fraction of the theoretical maximum amount of product (1.0 means a 100% yield; for example, 0.34 means a 34% yield). (1) The reactants are C1COCC1.Br[C:7]1[CH:12]=[CH:11][C:10]([F:13])=[CH:9][C:8]=1[F:14].[O:15]1[CH2:20][CH2:19][CH2:18][CH2:17][CH:16]1[O:21][C@H:22]([CH3:31])[C:23](N1CCOCC1)=[O:24].[NH4+].[Cl-]. The catalyst is CCCCCC.C(OCC)(=O)C. The product is [F:14][C:8]1[CH:9]=[C:10]([F:13])[CH:11]=[CH:12][C:7]=1[C:23](=[O:24])[C@H:22]([O:21][CH:16]1[CH2:17][CH2:18][CH2:19][CH2:20][O:15]1)[CH3:31]. The yield is 0.896. (2) The reactants are [CH3:1][N:2]([CH3:20])[CH2:3][CH2:4][CH2:5][O:6][C:7]1[CH:12]=[CH:11][C:10]([NH2:13])=[CH:9][C:8]=1[C:14]1[N:15]([CH3:19])[N:16]=[CH:17][CH:18]=1.[F:21][C:22]1[CH:27]=[CH:26][C:25]([N:28]=[C:29]=[O:30])=[CH:24][CH:23]=1. The catalyst is C(Cl)Cl. The product is [CH3:20][N:2]([CH3:1])[CH2:3][CH2:4][CH2:5][O:6][C:7]1[CH:12]=[CH:11][C:10]([NH:13][C:29]([NH:28][C:25]2[CH:26]=[CH:27][C:22]([F:21])=[CH:23][CH:24]=2)=[O:30])=[CH:9][C:8]=1[C:14]1[N:15]([CH3:19])[N:16]=[CH:17][CH:18]=1. The yield is 0.730. (3) The reactants are [Cl:1][C:2]1[C:3]([CH3:18])=[C:4]([NH:10][C@H:11]([C@@H:15]([OH:17])[CH3:16])[C:12]([OH:14])=O)[CH:5]=[CH:6][C:7]=1[C:8]#[N:9].[N+:19]([C:22]1[CH:31]=[CH:30][C:25]([C:26]([NH:28][NH2:29])=[O:27])=[CH:24][CH:23]=1)([O-:21])=[O:20].O.ON1C2C=CC=CC=2N=N1.Cl.CN(C)CCCN=C=NCC.C(N(CC)CC)C. The catalyst is C1COCC1. The product is [Cl:1][C:2]1[C:3]([CH3:18])=[C:4]([NH:10][C@H:11]([C@H:15]([OH:17])[CH3:16])[C:12]([NH:29][NH:28][C:26](=[O:27])[C:25]2[CH:24]=[CH:23][C:22]([N+:19]([O-:21])=[O:20])=[CH:31][CH:30]=2)=[O:14])[CH:5]=[CH:6][C:7]=1[C:8]#[N:9]. The yield is 0.800. (4) The reactants are [O:1]1[CH:5]=[CH:4][CH2:3][CH:2]1[C:6]1[CH:7]=[C:8]([CH:11]=[CH:12][CH:13]=1)[CH:9]=[O:10].N1C(C)=CC=CC=1C.[H][H]. The catalyst is [Pd].C1COCC1. The product is [O:1]1[CH2:5][CH2:4][CH2:3][CH:2]1[C:6]1[CH:7]=[C:8]([CH2:9][OH:10])[CH:11]=[CH:12][CH:13]=1. The yield is 0.700. (5) The reactants are Cl[C:2]1[N:7]=[C:6]([NH:8][CH:9]2[C:13]3([CH2:17][CH2:16][CH2:15][CH2:14]3)[CH2:12][N:11]([C:18]([O:20][C:21]([CH3:24])([CH3:23])[CH3:22])=[O:19])[CH2:10]2)[C:5]([Cl:25])=[CH:4][N:3]=1.Cl.[CH3:27][N:28]1[CH:32]=[C:31]([NH2:33])[CH:30]=[N:29]1.CCN(C(C)C)C(C)C. The catalyst is CCCCO. The product is [Cl:25][C:5]1[C:6]([NH:8][CH:9]2[C:13]3([CH2:17][CH2:16][CH2:15][CH2:14]3)[CH2:12][N:11]([C:18]([O:20][C:21]([CH3:24])([CH3:23])[CH3:22])=[O:19])[CH2:10]2)=[N:7][C:2]([NH:33][C:31]2[CH:30]=[N:29][N:28]([CH3:27])[CH:32]=2)=[N:3][CH:4]=1. The yield is 0.830. (6) The reactants are [C:1]([O:5][C:6](=[O:31])[CH2:7][C@H:8]([NH:16][S:17]([C:20]1[CH:25]=[CH:24][C:23]([NH:26][C:27](=[O:29])[CH3:28])=[CH:22][C:21]=1[OH:30])(=[O:19])=[O:18])[CH:9]([O:13][CH2:14][CH3:15])[O:10][CH2:11][CH3:12])([CH3:4])([CH3:3])[CH3:2].[N:32]1([CH2:41][C@H:42]([CH3:44])O)[C:40]2[C:35](=[CH:36][CH:37]=[CH:38][CH:39]=2)[CH:34]=[N:33]1.C1(P(C2C=CC=CC=2)C2C=CC=CC=2)C=CC=CC=1.N(C(OCC)=O)=NC(OCC)=O. The catalyst is CO.O1CCCC1. The product is [C:1]([O:5][C:6](=[O:31])[CH2:7][C@H:8]([NH:16][S:17]([C:20]1[CH:25]=[CH:24][C:23]([NH:26][C:27](=[O:29])[CH3:28])=[CH:22][C:21]=1[O:30][C@H:42]([CH3:44])[CH2:41][N:32]1[C:40]2[C:35](=[CH:36][CH:37]=[CH:38][CH:39]=2)[CH:34]=[N:33]1)(=[O:19])=[O:18])[CH:9]([O:10][CH2:11][CH3:12])[O:13][CH2:14][CH3:15])([CH3:3])([CH3:4])[CH3:2]. The yield is 0.890.